From a dataset of Peptide-MHC class II binding affinity with 134,281 pairs from IEDB. Regression. Given a peptide amino acid sequence and an MHC pseudo amino acid sequence, predict their binding affinity value. This is MHC class II binding data. The peptide sequence is KEKVYLSWVPAHKGIGGNE. The MHC is HLA-DPA10301-DPB10402 with pseudo-sequence HLA-DPA10301-DPB10402. The binding affinity (normalized) is 0.537.